This data is from NCI-60 drug combinations with 297,098 pairs across 59 cell lines. The task is: Regression. Given two drug SMILES strings and cell line genomic features, predict the synergy score measuring deviation from expected non-interaction effect. (1) Drug 1: C1=NC2=C(N1)C(=S)N=C(N2)N. Drug 2: CC1=C(C(CCC1)(C)C)C=CC(=CC=CC(=CC(=O)O)C)C. Cell line: CCRF-CEM. Synergy scores: CSS=30.0, Synergy_ZIP=-0.631, Synergy_Bliss=-5.91, Synergy_Loewe=-7.15, Synergy_HSA=-4.08. (2) Drug 1: CC12CCC3C(C1CCC2OP(=O)(O)O)CCC4=C3C=CC(=C4)OC(=O)N(CCCl)CCCl.[Na+]. Drug 2: COCCOC1=C(C=C2C(=C1)C(=NC=N2)NC3=CC=CC(=C3)C#C)OCCOC.Cl. Cell line: SK-MEL-28. Synergy scores: CSS=-15.8, Synergy_ZIP=16.2, Synergy_Bliss=19.4, Synergy_Loewe=-4.28, Synergy_HSA=-2.92. (3) Drug 1: CN1C2=C(C=C(C=C2)N(CCCl)CCCl)N=C1CCCC(=O)O.Cl. Drug 2: CC1CCCC2(C(O2)CC(NC(=O)CC(C(C(=O)C(C1O)C)(C)C)O)C(=CC3=CSC(=N3)C)C)C. Cell line: SK-MEL-28. Synergy scores: CSS=30.1, Synergy_ZIP=0.335, Synergy_Bliss=-0.932, Synergy_Loewe=-27.1, Synergy_HSA=-1.66. (4) Drug 1: C1=CC(=CC=C1CCCC(=O)O)N(CCCl)CCCl. Drug 2: CN1C2=C(C=C(C=C2)N(CCCl)CCCl)N=C1CCCC(=O)O.Cl. Cell line: HCC-2998. Synergy scores: CSS=-1.15, Synergy_ZIP=-6.18, Synergy_Bliss=-11.0, Synergy_Loewe=-13.0, Synergy_HSA=-11.5. (5) Drug 1: CC1=C(C(=CC=C1)Cl)NC(=O)C2=CN=C(S2)NC3=CC(=NC(=N3)C)N4CCN(CC4)CCO. Drug 2: CCC1(C2=C(COC1=O)C(=O)N3CC4=CC5=C(C=CC(=C5CN(C)C)O)N=C4C3=C2)O. Cell line: OVCAR3. Synergy scores: CSS=70.9, Synergy_ZIP=-1.88, Synergy_Bliss=-2.46, Synergy_Loewe=3.92, Synergy_HSA=8.60.